Dataset: Reaction yield outcomes from USPTO patents with 853,638 reactions. Task: Predict the reaction yield, written as a fraction of the theoretical maximum amount of product (1.0 means a 100% yield; for example, 0.34 means a 34% yield). (1) The reactants are [NH2:1][C:2]1[CH:17]=[C:16]([F:18])[C:5]([O:6][C:7]2[CH:12]=[CH:11][N:10]=[C:9]([C:13]([NH2:15])=[O:14])[CH:8]=2)=[C:4]([F:19])[CH:3]=1.COC1C=CC(CNC2N=CN=C(OC3C=CC(N[C:42]([NH:44][C:45](=[O:54])[CH2:46][C:47]4[CH:52]=[CH:51][C:50]([F:53])=[CH:49][CH:48]=4)=[O:43])=CC=3F)C=2)=CC=1. No catalyst specified. The product is [C:13]([C:9]1[CH:8]=[C:7]([O:6][C:5]2[C:16]([F:18])=[CH:17][C:2]([NH:1][C:42]([NH:44][C:45](=[O:54])[CH2:46][C:47]3[CH:52]=[CH:51][C:50]([F:53])=[CH:49][CH:48]=3)=[O:43])=[CH:3][C:4]=2[F:19])[CH:12]=[CH:11][N:10]=1)(=[O:14])[NH2:15]. The yield is 0.520. (2) The reactants are [CH3:1][C@H:2]1[C@@:41]2([OH:43])[O:42][C@H:5]([CH2:6][C@H:7]([O:64][CH3:65])[C:8]([CH3:63])=[CH:9][CH:10]=[CH:11][CH:12]=[CH:13][C@@H:14]([CH3:62])[CH2:15][C@@H:16]([CH3:61])[C:17]([C@H:19]([O:59][CH3:60])[C@H:20]([OH:58])[C:21]([CH3:57])=[CH:22][C@@H:23]([CH3:56])[C:24]([CH2:26][C@@H:27]([C@@H:44]([CH2:46][C@H:47]3[CH2:52][C@@H:51]([O:53][CH3:54])[C@H:50]([OH:55])[CH2:49][CH2:48]3)[CH3:45])[O:28][C:29]([C@H:31]3[N:36]([C:37]([C:39]2=[O:40])=[O:38])[CH2:35][CH2:34][CH2:33][CH2:32]3)=[O:30])=[O:25])=[O:18])[CH2:4][CH2:3]1.[OH:66][CH2:67][C:68]([CH2:73][OH:74])([CH3:72])[C:69](O)=[O:70]. No catalyst specified. The product is [CH3:1][C@H:2]1[C@@:41]2([OH:43])[O:42][C@H:5]([CH2:6][C@H:7]([O:64][CH3:65])[C:8]([CH3:63])=[CH:9][CH:10]=[CH:11][CH:12]=[CH:13][C@@H:14]([CH3:62])[CH2:15][C@@H:16]([CH3:61])[C:17]([C@H:19]([O:59][CH3:60])[C@H:20]([OH:58])[C:21]([CH3:57])=[CH:22][C@@H:23]([CH3:56])[C:24]([CH2:26][C@@H:27]([C@@H:44]([CH2:46][C@H:47]3[CH2:52][C@@H:51]([O:53][CH3:54])[C@H:50]([O:55][C:67]([C:68]([CH2:73][OH:74])([CH2:69][OH:70])[CH3:72])=[O:66])[CH2:49][CH2:48]3)[CH3:45])[O:28][C:29]([C@H:31]3[N:36]([C:37]([C:39]2=[O:40])=[O:38])[CH2:35][CH2:34][CH2:33][CH2:32]3)=[O:30])=[O:25])=[O:18])[CH2:4][CH2:3]1. The yield is 1.00. (3) The reactants are [C:1]([C:3]1[CH:8]=[CH:7][C:6]([NH:9][C:10](=[O:19])[CH2:11][CH:12]([CH3:18])[CH2:13][C:14]([O:16][CH3:17])=[O:15])=[CH:5][CH:4]=1)#[N:2].[H-].[Na+].[CH2:22](Br)[C:23]1[CH:28]=[CH:27][CH:26]=[CH:25][CH:24]=1.O. The catalyst is CN(C=O)C. The product is [CH2:22]([N:9]([C:6]1[CH:5]=[CH:4][C:3]([C:1]#[N:2])=[CH:8][CH:7]=1)[C:10](=[O:19])[CH2:11][CH:12]([CH3:18])[CH2:13][C:14]([O:16][CH3:17])=[O:15])[C:23]1[CH:28]=[CH:27][CH:26]=[CH:25][CH:24]=1. The yield is 0.263.